This data is from Reaction yield outcomes from USPTO patents with 853,638 reactions. The task is: Predict the reaction yield, written as a fraction of the theoretical maximum amount of product (1.0 means a 100% yield; for example, 0.34 means a 34% yield). (1) The reactants are [Cl:1][C:2]1[CH:3]=[C:4]([N+:21]([O-])=O)[C:5]([NH:8][CH2:9][C:10]2[CH:20]=[CH:19][C:13]3[N:14]=[C:15]([S:17][CH3:18])[S:16][C:12]=3[CH:11]=2)=[N:6][CH:7]=1.BrC1C(OC)=CC(NCC2C=CC3N=C(SC)SC=3C=2)=C([N+]([O-])=O)C=1. No catalyst specified. The product is [Cl:1][C:2]1[CH:3]=[C:4]([NH2:21])[C:5]([NH:8][CH2:9][C:10]2[CH:20]=[CH:19][C:13]3[N:14]=[C:15]([S:17][CH3:18])[S:16][C:12]=3[CH:11]=2)=[N:6][CH:7]=1. The yield is 0.650. (2) The reactants are C1CO[C:8]2[CH:7]=[CH:6][C:5]([NH:11][C:12]3[C:17]([F:18])=[CH:16][N:15]=[C:14]([NH:19][C:20]4[CH:25]=[CH:24][CH:23]=[C:22](O)[CH:21]=4)[N:13]=3)=[CH:4][C:3]=2[O:2]1.ClC1N=C(NC2C=CC=C(O)C=2)C(F)=C[N:29]=1.N1C=CC=CC=1CN. No catalyst specified. The product is [F:18][C:17]1[C:12]([NH:11][C:5]2[CH:6]=[CH:7][CH:8]=[C:3]([OH:2])[CH:4]=2)=[N:13][C:14]([NH:19][CH2:20][C:25]2[CH:24]=[CH:23][CH:22]=[CH:21][N:29]=2)=[N:15][CH:16]=1. The yield is 0.620. (3) The product is [C:1]([C:5]1[CH:9]=[C:8]([NH:10][C:19](=[O:20])[O:21][C:22]2[CH:27]=[CH:26][CH:25]=[CH:24][CH:23]=2)[N:7]([C:11]2[CH:16]=[CH:15][CH:14]=[C:13]([Cl:17])[CH:12]=2)[N:6]=1)([CH3:4])([CH3:2])[CH3:3]. No catalyst specified. The reactants are [C:1]([C:5]1[CH:9]=[C:8]([NH2:10])[N:7]([C:11]2[CH:16]=[CH:15][CH:14]=[C:13]([Cl:17])[CH:12]=2)[N:6]=1)([CH3:4])([CH3:3])[CH3:2].Cl[C:19]([O:21][C:22]1[CH:27]=[CH:26][CH:25]=[CH:24][CH:23]=1)=[O:20]. The yield is 0.190. (4) The reactants are [F:1][C:2]1[C:7]([F:8])=[CH:6][CH:5]=[C:4]([C:9]([NH:11][O:12][CH2:13][CH2:14][OH:15])=[O:10])[C:3]=1[NH:16][C:17]1[CH:26]=[CH:25][C:20]([C:21]([O:23]C)=[O:22])=[CH:19][CH:18]=1.[OH-].[Na+].Cl. The catalyst is C(O)C. The product is [F:1][C:2]1[C:7]([F:8])=[CH:6][CH:5]=[C:4]([C:9]([NH:11][O:12][CH2:13][CH2:14][OH:15])=[O:10])[C:3]=1[NH:16][C:17]1[CH:26]=[CH:25][C:20]([C:21]([OH:23])=[O:22])=[CH:19][CH:18]=1. The yield is 0.570. (5) The reactants are Br[C:2]1[CH:7]=[CH:6][C:5]([C:8]2([NH:11][C:12](=[O:22])[O:13][CH:14]3[CH:19]4[CH2:20][CH2:21][N:16]([CH2:17][CH2:18]4)[CH2:15]3)[CH2:10][CH2:9]2)=[CH:4][CH:3]=1.[B:23]1([B:23]2[O:27][C:26]([CH3:29])([CH3:28])[C:25]([CH3:31])([CH3:30])[O:24]2)[O:27][C:26]([CH3:29])([CH3:28])[C:25]([CH3:31])([CH3:30])[O:24]1.CC(O[K])=O. The catalyst is O1CCOCC1. The product is [CH3:30][C:25]1([CH3:31])[C:26]([CH3:29])([CH3:28])[O:27][B:23]([C:2]2[CH:7]=[CH:6][C:5]([C:8]3([NH:11][C:12](=[O:22])[O:13][CH:14]4[CH:19]5[CH2:20][CH2:21][N:16]([CH2:17][CH2:18]5)[CH2:15]4)[CH2:10][CH2:9]3)=[CH:4][CH:3]=2)[O:24]1. The yield is 0.330. (6) The reactants are [CH2:1]([N:3]1[CH2:8][CH2:7][N:6]([C:9]([C@:11]23[CH2:37][CH2:36][C@@H:35]([C:38]4([CH3:41])[CH2:40][CH2:39]4)[C@@H:12]2[C@@H:13]2[C@@:26]([CH3:29])([CH2:27][CH2:28]3)[C@@:25]3([CH3:30])[C@@H:16]([C@:17]4([CH3:34])[C@@H:22]([CH2:23][CH2:24]3)[C:21]([CH3:32])([CH3:31])[C@@H:20]([OH:33])[CH2:19][CH2:18]4)[CH2:15][CH2:14]2)=[O:10])[CH2:5][CH2:4]1)[CH3:2].Cl[C:43]1[CH:69]=[C:68](Cl)[CH:67]=[C:66](Cl)[C:44]=1[C:45]([O:47][C:48]([C@H:50]1[CH2:53][C@@H:52]([C:54](OCC2C=CC=CC=2)=[O:55])[C:51]1([CH3:65])[CH3:64])=[O:49])=O. The catalyst is C1(C)C=CC=CC=1.CN(C1C=CN=CC=1)C. The product is [CH3:64][C:51]1([CH3:65])[C@@H:52]([C:54]([O:33][C@H:20]2[CH2:19][CH2:18][C@@:17]3([CH3:34])[C@@H:22]([CH2:23][CH2:24][C@:25]4([CH3:30])[C@@H:16]3[CH2:15][CH2:14][C@H:13]3[C@@:26]4([CH3:29])[CH2:27][CH2:28][C@@:11]4([C:9]([N:6]5[CH2:5][CH2:4][N:3]([CH2:1][CH3:2])[CH2:8][CH2:7]5)=[O:10])[CH2:37][CH2:36][C@@H:35]([C:38]5([CH3:41])[CH2:39][CH2:40]5)[C@@H:12]43)[C:21]2([CH3:31])[CH3:32])=[O:55])[CH2:53][C@H:50]1[C:48]([O:47][CH2:45][C:44]1[CH:43]=[CH:69][CH:68]=[CH:67][CH:66]=1)=[O:49]. The yield is 0.734. (7) The product is [CH2:57]([O:56][C:54](=[O:55])[C:53]([C:44]1[O:43][C:42]([C:39]2[CH:40]=[CH:41][C:36]([C:47]3[CH:48]=[CH:49][CH:50]=[CH:51][CH:52]=3)=[CH:37][CH:38]=2)=[CH:46][CH:45]=1)=[O:59])[CH3:58]. The reactants are C([C@H]1COC(C)(C)N1C(=O)C(C1C=CN(C2C=CC(C3C=CC=CC=3)=CC=2)C=1)=O)C1C=CC=CC=1.[C:36]1([C:47]2[CH:52]=[CH:51][CH:50]=[CH:49][CH:48]=2)[CH:41]=[CH:40][C:39]([C:42]2[O:43][CH:44]=[CH:45][CH:46]=2)=[CH:38][CH:37]=1.[C:53](OCC)(=[O:59])[C:54]([O:56][CH2:57][CH3:58])=[O:55]. No catalyst specified. The yield is 0.740. (8) The reactants are [CH3:1][C:2]1[N:7]=[C:6]2[S:8][C:9]3[CH2:14][CH2:13][CH2:12][CH2:11][C:10]=3[C:5]2=[C:4]([C:15]2[CH:20]=[CH:19][C:18]([CH3:21])=[CH:17][CH:16]=2)[C:3]=1[CH2:22][C:23]([O:25][CH3:26])=[O:24].[Li+].C[Si]([N-][Si](C)(C)C)(C)C.[CH2:37]1[CH2:41]OC[CH2:38]1.IC(C)C. The catalyst is CN(C=O)C. The product is [CH3:1][C:2]1[N:7]=[C:6]2[S:8][C:9]3[CH2:14][CH2:13][CH2:12][CH2:11][C:10]=3[C:5]2=[C:4]([C:15]2[CH:16]=[CH:17][C:18]([CH3:21])=[CH:19][CH:20]=2)[C:3]=1[CH:22]([CH:37]([CH3:41])[CH3:38])[C:23]([O:25][CH3:26])=[O:24]. The yield is 0.540. (9) The reactants are [O:1]=[S:2]1(=[O:24])[CH2:7][CH2:6][N:5]([C:8]2[C:13]([F:14])=[CH:12][C:11]([NH:15][CH2:16][C@@H:17]([OH:22])[C:18]([O:20][CH3:21])=[O:19])=[CH:10][C:9]=2[F:23])[CH2:4][CH2:3]1.C(N(CC)CC)C.[C:32](Cl)(Cl)=[O:33]. The catalyst is C(Cl)Cl.C1(C)C=CC=CC=1. The product is [O:24]=[S:2]1(=[O:1])[CH2:7][CH2:6][N:5]([C:8]2[C:9]([F:23])=[CH:10][C:11]([N:15]3[CH2:16][C@H:17]([C:18]([O:20][CH3:21])=[O:19])[O:22][C:32]3=[O:33])=[CH:12][C:13]=2[F:14])[CH2:4][CH2:3]1. The yield is 0.830. (10) The reactants are [C:1]([O:4][CH2:5][C:6]([OH:8])=O)(=[O:3])[CH3:2].ON1C2C=CC=CC=2N=N1.CN1CCOCC1.[NH2:26][CH2:27][C:28]1[N:29]=[CH:30][C:31]([CH2:34][N:35]2[C:40]([CH3:41])=[CH:39][C:38]([O:42][CH2:43][C:44]3[CH:49]=[CH:48][C:47]([F:50])=[CH:46][C:45]=3[F:51])=[C:37]([Br:52])[C:36]2=[O:53])=[N:32][CH:33]=1.C(N=C=NCCCN(C)C)C. The catalyst is CN(C)C(=O)C. The product is [C:1]([O:4][CH2:5][C:6]([NH:26][CH2:27][C:28]1[CH:33]=[N:32][C:31]([CH2:34][N:35]2[C:40]([CH3:41])=[CH:39][C:38]([O:42][CH2:43][C:44]3[CH:49]=[CH:48][C:47]([F:50])=[CH:46][C:45]=3[F:51])=[C:37]([Br:52])[C:36]2=[O:53])=[CH:30][N:29]=1)=[O:8])(=[O:3])[CH3:2]. The yield is 0.300.